From a dataset of NCI-60 drug combinations with 297,098 pairs across 59 cell lines. Regression. Given two drug SMILES strings and cell line genomic features, predict the synergy score measuring deviation from expected non-interaction effect. Drug 1: CN1CCC(CC1)COC2=C(C=C3C(=C2)N=CN=C3NC4=C(C=C(C=C4)Br)F)OC. Drug 2: CCC(=C(C1=CC=CC=C1)C2=CC=C(C=C2)OCCN(C)C)C3=CC=CC=C3.C(C(=O)O)C(CC(=O)O)(C(=O)O)O. Cell line: IGROV1. Synergy scores: CSS=63.2, Synergy_ZIP=11.5, Synergy_Bliss=13.0, Synergy_Loewe=1.20, Synergy_HSA=14.1.